Dataset: Full USPTO retrosynthesis dataset with 1.9M reactions from patents (1976-2016). Task: Predict the reactants needed to synthesize the given product. (1) Given the product [Cl:1][C:2]1[CH:7]=[CH:6][C:5]([N:8]2[CH:12]=[C:11]([C:13]#[N:14])[N:10]=[N:9]2)=[C:4]([C:15]2[CH:20]=[C:19]([OH:21])[N:18]=[CH:17][N:16]=2)[C:3]=1[F:23], predict the reactants needed to synthesize it. The reactants are: [Cl:1][C:2]1[CH:7]=[CH:6][C:5]([N:8]2[CH:12]=[C:11]([C:13]#[N:14])[N:10]=[N:9]2)=[C:4]([C:15]2[CH:20]=[C:19]([O:21]C)[N:18]=[CH:17][N:16]=2)[C:3]=1[F:23].[Si](I)(C)(C)C.[O-]S([O-])(=S)=O.[Na+].[Na+]. (2) Given the product [O:21]=[C:15]1[CH:14]([N:7]2[C:6](=[O:22])[C:5]3[C:9](=[CH:10][CH:11]=[CH:12][C:4]=3[CH2:3][NH:2][C:54](=[O:55])[CH2:53][C:49]3[CH:50]=[CH:51][CH:52]=[C:47]([O:46][C:45]([F:57])([F:44])[F:58])[CH:48]=3)[C:8]2=[O:13])[CH2:19][CH2:18][C:17](=[O:20])[NH:16]1, predict the reactants needed to synthesize it. The reactants are: Cl.[NH2:2][CH2:3][C:4]1[CH:12]=[CH:11][CH:10]=[C:9]2[C:5]=1[C:6](=[O:22])[N:7]([CH:14]1[CH2:19][CH2:18][C:17](=[O:20])[NH:16][C:15]1=[O:21])[C:8]2=[O:13].N12CCCN=C1CCCCC2.ON1C2C=CC=CC=2N=N1.[F:44][C:45]([F:58])([F:57])[O:46][C:47]1[CH:48]=[C:49]([CH2:53][C:54](O)=[O:55])[CH:50]=[CH:51][CH:52]=1.Cl.CN(C)CCCN=C=NCC.